This data is from Reaction yield outcomes from USPTO patents with 853,638 reactions. The task is: Predict the reaction yield, written as a fraction of the theoretical maximum amount of product (1.0 means a 100% yield; for example, 0.34 means a 34% yield). (1) The reactants are [Cl:1][C:2]1[CH:7]=[CH:6][C:5]([C:8](=[O:17])[C:9]2[CH:14]=[CH:13][C:12]([O:15][CH3:16])=[CH:11][CH:10]=2)=[CH:4][C:3]=1[S:18](Cl)(=[O:20])=[O:19].[CH2:22]([NH2:30])[CH2:23][C:24]1[CH:29]=[CH:28][CH:27]=[CH:26][CH:25]=1.C(N(CC)CC)C.O. The catalyst is C(Cl)Cl. The product is [Cl:1][C:2]1[CH:7]=[CH:6][C:5]([C:8](=[O:17])[C:9]2[CH:14]=[CH:13][C:12]([O:15][CH3:16])=[CH:11][CH:10]=2)=[CH:4][C:3]=1[S:18]([NH:30][CH2:22][CH2:23][C:24]1[CH:29]=[CH:28][CH:27]=[CH:26][CH:25]=1)(=[O:20])=[O:19]. The yield is 0.520. (2) The reactants are [Br:1][C:2]1[CH:7]=[CH:6][C:5]([CH:8]2[CH2:12][CH2:11][CH2:10][NH:9]2)=[CH:4][CH:3]=1.C(N(CC)CC)C.[C:20](Cl)(=[O:22])[CH3:21]. The catalyst is ClCCl. The product is [C:20]([N:9]1[CH2:10][CH2:11][CH2:12][CH:8]1[C:5]1[CH:4]=[CH:3][C:2]([Br:1])=[CH:7][CH:6]=1)(=[O:22])[CH3:21]. The yield is 0.880. (3) The reactants are [Cl:1][C:2]1[CH:7]=[C:6]([O:8][C:9]([F:12])([F:11])[F:10])[CH:5]=[CH:4][C:3]=1[OH:13].[Cl:14]N1C(=O)CCC1=O. The catalyst is ClC1C=CC=CC=1. The product is [Cl:1][C:2]1[CH:7]=[C:6]([O:8][C:9]([F:11])([F:12])[F:10])[CH:5]=[C:4]([Cl:14])[C:3]=1[OH:13]. The yield is 0.300. (4) The product is [Cl:1][C:2]1[N:7]=[C:6]2[N:8]([C:15]3[CH:20]=[CH:19][CH:18]=[C:17]([I:21])[CH:16]=3)[N:9]=[C:10]([C:11]([OH:13])=[O:12])[C:5]2=[CH:4][CH:3]=1. The reactants are [Cl:1][C:2]1[N:7]=[C:6]2[N:8]([C:15]3[CH:20]=[CH:19][CH:18]=[C:17]([I:21])[CH:16]=3)[N:9]=[C:10]([C:11]([O:13]C)=[O:12])[C:5]2=[CH:4][CH:3]=1.[OH-].[Li+].O.Cl. The yield is 0.520. The catalyst is C1COCC1.